From a dataset of Reaction yield outcomes from USPTO patents with 853,638 reactions. Predict the reaction yield, written as a fraction of the theoretical maximum amount of product (1.0 means a 100% yield; for example, 0.34 means a 34% yield). (1) The reactants are Br[C:2]1[CH:3]=[CH:4][C:5]2[N:9]=[C:8]([C@@H:10]3[CH2:15][C@@H:14]4[C@@H:12]([CH2:13]4)[N:11]3[C:16]([O:18][C:19]([CH3:22])([CH3:21])[CH3:20])=[O:17])[NH:7][C:6]=2[CH:23]=1.[B:24]1([B:24]2[O:28][C:27]([CH3:30])([CH3:29])[C:26]([CH3:32])([CH3:31])[O:25]2)[O:28][C:27]([CH3:30])([CH3:29])[C:26]([CH3:32])([CH3:31])[O:25]1.C([O-])(=O)C.[K+]. The catalyst is O1CCOCC1.C1C=CC([P]([Pd]([P](C2C=CC=CC=2)(C2C=CC=CC=2)C2C=CC=CC=2)([P](C2C=CC=CC=2)(C2C=CC=CC=2)C2C=CC=CC=2)[P](C2C=CC=CC=2)(C2C=CC=CC=2)C2C=CC=CC=2)(C2C=CC=CC=2)C2C=CC=CC=2)=CC=1. The product is [CH3:31][C:26]1([CH3:32])[C:27]([CH3:30])([CH3:29])[O:28][B:24]([C:2]2[CH:3]=[CH:4][C:5]3[N:9]=[C:8]([C@@H:10]4[CH2:15][C@@H:14]5[C@@H:12]([CH2:13]5)[N:11]4[C:16]([O:18][C:19]([CH3:22])([CH3:21])[CH3:20])=[O:17])[NH:7][C:6]=3[CH:23]=2)[O:25]1. The yield is 0.770. (2) The reactants are [CH:1]([C@@H:4]1[CH2:8][O:7][C:6](=[O:9])[NH:5]1)([CH3:3])[CH3:2].[Li]CCCC.[Cl:15][C:16]1[CH:21]=[CH:20][C:19]([CH2:22][C:23](Cl)=[O:24])=[CH:18][CH:17]=1. The catalyst is C1COCC1. The product is [Cl:15][C:16]1[CH:21]=[CH:20][C:19]([CH2:22][C:23]([N:5]2[C@H:4]([CH:1]([CH3:3])[CH3:2])[CH2:8][O:7][C:6]2=[O:9])=[O:24])=[CH:18][CH:17]=1. The yield is 0.560.